Predict the reaction yield, written as a fraction of the theoretical maximum amount of product (1.0 means a 100% yield; for example, 0.34 means a 34% yield). From a dataset of Reaction yield outcomes from USPTO patents with 853,638 reactions. (1) The reactants are [NH2:1][C:2]1[NH:3][C:4]2[CH:10]=[CH:9][CH:8]=[CH:7][C:5]=2[N:6]=1.[C:11](OCC)(=[O:14])[CH:12]=[CH2:13]. No catalyst specified. The product is [NH:1]1[C:2]2=[N:6][C:5]3[CH:7]=[CH:8][CH:9]=[CH:10][C:4]=3[N:3]2[CH2:13][CH2:12][C:11]1=[O:14]. The yield is 0.547. (2) The reactants are [OH:1][C@@H:2]1[C@@H:7](Br)[CH2:6][CH2:5][C@H:4]([C:9]([N:11]([CH3:13])[CH3:12])=[O:10])[CH2:3]1.[OH-].[Na+]. The catalyst is C(Cl)Cl. The product is [CH3:12][N:11]([CH3:13])[C:9]([C@H:4]1[CH2:5][CH2:6][C@@H:7]2[C@@H:2]([O:1]2)[CH2:3]1)=[O:10]. The yield is 0.820. (3) The reactants are [O:1]1[CH2:6][CH2:5][CH:4]([CH2:7][NH:8][C:9](=[O:15])[O:10][C:11]([CH3:14])([CH3:13])[CH3:12])[CH2:3][CH2:2]1.I[CH3:17].[H-].[Na+].[NH4+].[Cl-]. The catalyst is CN(C)C=O.C(OCC)(=O)C. The product is [CH3:17][N:8]([CH2:7][CH:4]1[CH2:5][CH2:6][O:1][CH2:2][CH2:3]1)[C:9](=[O:15])[O:10][C:11]([CH3:12])([CH3:14])[CH3:13]. The yield is 0.950. (4) The reactants are C(OC1N=NC(C#CC2C=CC(C(F)(F)F)=CN=2)=CC=1OCC1C=CC=CC=1)C1C=CC=CC=1.[CH2:35]([O:42][C:43]1[N:44]=[N:45][C:46]([C:57]#[CH:58])=[CH:47][C:48]=1[O:49][CH2:50][C:51]1[CH:56]=[CH:55][CH:54]=[CH:53][CH:52]=1)[C:36]1[CH:41]=[CH:40][CH:39]=[CH:38][CH:37]=1.[F:59][C:60]1[CH:65]=[C:64](I)[CH:63]=[CH:62][C:61]=1[CH3:67]. No catalyst specified. The product is [CH2:35]([O:42][C:43]1[N:44]=[N:45][C:46]([C:57]#[C:58][C:64]2[CH:63]=[CH:62][C:61]([CH3:67])=[C:60]([F:59])[CH:65]=2)=[CH:47][C:48]=1[O:49][CH2:50][C:51]1[CH:56]=[CH:55][CH:54]=[CH:53][CH:52]=1)[C:36]1[CH:37]=[CH:38][CH:39]=[CH:40][CH:41]=1. The yield is 0.670. (5) The reactants are [Cl:1][C:2]1[CH:11]=[CH:10][CH:9]=[C:8]2[C:3]=1[C:4](=[O:21])[N:5]([C:14]1[CH:19]=[CH:18][CH:17]=[CH:16][C:15]=1[CH3:20])[C:6]([CH2:12]Cl)=[N:7]2.[N:22]1[C:30]([NH2:31])=[C:29]2[C:25]([N:26]=[CH:27][NH:28]2)=[N:24][CH:23]=1.C([O-])([O-])=O.[K+].[K+]. The yield is 0.390. The product is [NH2:31][C:30]1[N:22]=[CH:23][N:24]=[C:25]2[C:29]=1[N:28]=[CH:27][N:26]2[CH2:12][C:6]1[N:5]([C:14]2[CH:19]=[CH:18][CH:17]=[CH:16][C:15]=2[CH3:20])[C:4](=[O:21])[C:3]2[C:8](=[CH:9][CH:10]=[CH:11][C:2]=2[Cl:1])[N:7]=1. The catalyst is CN(C=O)C. (6) The reactants are [CH2:1]([O:8][C:9]1[C:14]([CH3:15])=[C:13]([CH3:16])[C:12]([O:17][CH2:18][C:19]2[CH:24]=[CH:23][CH:22]=[CH:21][CH:20]=2)=[C:11]([CH3:25])[C:10]=1[OH:26])[C:2]1[CH:7]=[CH:6][CH:5]=[CH:4][CH:3]=1.C(=O)([O-])[O-].[Cs+].[Cs+].F[C:34]1[CH:35]=[C:36]([C:43]([O:45][CH3:46])=[O:44])[CH:37]=[CH:38][C:39]=1[N+:40]([O-:42])=[O:41]. The catalyst is CS(C)=O. The product is [CH2:1]([O:8][C:9]1[C:14]([CH3:15])=[C:13]([CH3:16])[C:12]([O:17][CH2:18][C:19]2[CH:24]=[CH:23][CH:22]=[CH:21][CH:20]=2)=[C:11]([CH3:25])[C:10]=1[O:26][C:38]1[CH:37]=[C:36]([CH:35]=[CH:34][C:39]=1[N+:40]([O-:42])=[O:41])[C:43]([O:45][CH3:46])=[O:44])[C:2]1[CH:3]=[CH:4][CH:5]=[CH:6][CH:7]=1. The yield is 0.920. (7) The reactants are Cl[C:2]1[CH:3]=[CH:4][N:5]2[C:10]([C:11]=1[CH3:12])=[C:9]([CH:13]1[CH2:15][CH2:14]1)[CH:8]=[C:7]([C:16]([O:18][CH2:19][CH3:20])=[O:17])[C:6]2=[O:21].[F:22][C:23]1[CH:28]=[CH:27][C:26](B(O)O)=[CH:25][CH:24]=1.C([O-])([O-])=O.[Na+].[Na+]. The catalyst is C1COCC1.Cl[Pd](Cl)([P](C1C=CC=CC=1)(C1C=CC=CC=1)C1C=CC=CC=1)[P](C1C=CC=CC=1)(C1C=CC=CC=1)C1C=CC=CC=1. The product is [CH:13]1([C:9]2[CH:8]=[C:7]([C:16]([O:18][CH2:19][CH3:20])=[O:17])[C:6](=[O:21])[N:5]3[C:10]=2[C:11]([CH3:12])=[C:2]([C:26]2[CH:27]=[CH:28][C:23]([F:22])=[CH:24][CH:25]=2)[CH:3]=[CH:4]3)[CH2:15][CH2:14]1. The yield is 0.820. (8) The reactants are [F:1][C:2]1[C:3]([C:15]([C:17]2[CH:22]=[CH:21][CH:20]=[CH:19][CH:18]=2)=O)=[N:4][CH:5]=[CH:6][C:7]=1[C:8]1[CH:9]=[N:10][CH:11]=[CH:12][C:13]=1[CH3:14].Cl.[NH2:24][OH:25]. The catalyst is N1C=CC=CC=1. The product is [F:1][C:2]1[C:3](/[C:15](/[C:17]2[CH:22]=[CH:21][CH:20]=[CH:19][CH:18]=2)=[N:24]\[OH:25])=[N:4][CH:5]=[CH:6][C:7]=1[C:8]1[CH:9]=[N:10][CH:11]=[CH:12][C:13]=1[CH3:14]. The yield is 0.890. (9) The product is [CH3:16][C@@:17]1([CH2:18][OH:19])[CH2:1][C@H:20]1[C@H:21]([C:23]1[CH:28]=[CH:27][CH:26]=[CH:25][C:24]=1[CH3:29])[CH3:22]. The reactants are [CH2:1]([Zn]CC)C.C1(C)C=CC=CC=1.ClCI.[CH3:16]/[C:17](=[CH:20]\[CH:21]([C:23]1[CH:28]=[CH:27][CH:26]=[CH:25][C:24]=1[CH3:29])[CH3:22])/[CH2:18][OH:19].S(=O)(=O)(O)O. No catalyst specified. The yield is 0.370. (10) The reactants are Br[C:2]1[CH:7]=[CH:6][N:5]=[C:4]([NH2:8])[CH:3]=1.[CH3:9][O:10][C:11]1[C:16](B(O)O)=[CH:15][CH:14]=[CH:13][N:12]=1.C(=O)([O-])[O-].[Na+].[Na+]. The catalyst is CN(C=O)C. The product is [CH3:9][O:10][C:11]1[C:16]([C:2]2[CH:7]=[CH:6][N:5]=[C:4]([NH2:8])[CH:3]=2)=[CH:15][CH:14]=[CH:13][N:12]=1. The yield is 0.930.